This data is from Full USPTO retrosynthesis dataset with 1.9M reactions from patents (1976-2016). The task is: Predict the reactants needed to synthesize the given product. (1) Given the product [CH2:1]([O:3][CH:4]([O:18][CH2:19][CH3:20])[CH2:5][N:6]1[C:14]2[CH2:13][CH2:12][CH2:11][CH2:10][C:9]=2[CH:8]=[C:7]1[C:15]([NH2:28])=[O:16])[CH3:2], predict the reactants needed to synthesize it. The reactants are: [CH2:1]([O:3][CH:4]([O:18][CH2:19][CH3:20])[CH2:5][N:6]1[C:14]2[CH2:13][CH2:12][CH2:11][CH2:10][C:9]=2[CH:8]=[C:7]1[C:15](O)=[O:16])[CH3:2].F[P-](F)(F)(F)(F)F.[N:28]1(OC(N(C)C)=[N+](C)C)C2N=CC=CC=2N=N1.C(N(CC)CC)C.[OH-].[NH4+]. (2) Given the product [F:20][C:17]1[CH:16]=[C:15]([F:21])[CH:14]=[CH:19][C:18]=1[CH2:11][NH:9][CH:8]=[C:4]1[CH:5]=[N:6][N:7]([CH3:22])[C:3]1=[O:2], predict the reactants needed to synthesize it. The reactants are: [Cl-].[OH:2][C:3]1[NH:7][N:6]=[CH:5][C:4]=1[CH:8]=[N+:9]([CH3:11])C.CN[C:14]1[CH:19]=[CH:18][C:17]([F:20])=[CH:16][C:15]=1[F:21].[CH2:22](O)C. (3) Given the product [CH3:1][O:2][C:3]1[N:4]=[C:5]([C:13]2[CH:18]=[CH:17][CH:16]=[CH:15][CH:14]=2)[S:6][C:7]=1[C:8]([OH:10])=[O:9], predict the reactants needed to synthesize it. The reactants are: [CH3:1][O:2][C:3]1[N:4]=[C:5]([C:13]2[CH:18]=[CH:17][CH:16]=[CH:15][CH:14]=2)[S:6][C:7]=1[C:8]([O:10]CC)=[O:9].[OH-].[Na+].